Predict the reactants needed to synthesize the given product. From a dataset of Full USPTO retrosynthesis dataset with 1.9M reactions from patents (1976-2016). (1) The reactants are: [Cl:1][C:2]1[CH:3]=[C:4]([CH:10]=[CH:11][CH:12]=1)[O:5][CH2:6][C:7]([OH:9])=O.[CH3:13][CH:14]([CH3:18])[C@H:15]([NH2:17])[CH3:16]. Given the product [Cl:1][C:2]1[CH:3]=[C:4]([CH:10]=[CH:11][CH:12]=1)[O:5][CH2:6][C:7]([NH:17][C@@H:15]([CH:14]([CH3:18])[CH3:13])[CH3:16])=[O:9], predict the reactants needed to synthesize it. (2) Given the product [Cl:6][C:7]1[CH:8]=[CH:9][C:10]([NH:13][C:14]([C:16]2[CH:21]=[C:20]([Cl:22])[CH:19]=[CH:18][C:17]=2[NH:23][C:24]([C:26]2[CH:31]=[CH:30][C:29]([S:32]([CH3:45])(=[NH:34])=[O:33])=[CH:28][CH:27]=2)=[O:25])=[O:15])=[N:11][CH:12]=1, predict the reactants needed to synthesize it. The reactants are: S(=O)(=O)(O)O.[Cl:6][C:7]1[CH:8]=[CH:9][C:10]([NH:13][C:14]([C:16]2[CH:21]=[C:20]([Cl:22])[CH:19]=[CH:18][C:17]=2[NH:23][C:24]([C:26]2[CH:31]=[CH:30][C:29]([S:32]([CH3:45])(=[N:34]C(OCC3C=CC=CC=3)=O)=[O:33])=[CH:28][CH:27]=2)=[O:25])=[O:15])=[N:11][CH:12]=1.C(=O)([O-])[O-].[K+].[K+]. (3) Given the product [Si:1]([O:8][C:9]1[CH:17]=[C:16]2[C:12]([C:13]([I:18])=[N:14][N:15]2[CH2:26][C:27]([O:29][C:30]([CH3:33])([CH3:32])[CH3:31])=[O:28])=[CH:11][CH:10]=1)([C:4]([CH3:7])([CH3:5])[CH3:6])([CH3:3])[CH3:2], predict the reactants needed to synthesize it. The reactants are: [Si:1]([O:8][C:9]1[CH:17]=[C:16]2[C:12]([C:13]([I:18])=[N:14][NH:15]2)=[CH:11][CH:10]=1)([C:4]([CH3:7])([CH3:6])[CH3:5])([CH3:3])[CH3:2].C(=O)([O-])[O-].[K+].[K+].Br[CH2:26][C:27]([O:29][C:30]([CH3:33])([CH3:32])[CH3:31])=[O:28].O. (4) Given the product [CH3:1][O:2][C:3]1[CH:4]=[C:5]2[C:10](=[CH:11][C:12]=1[O:13][CH3:14])[N:9]=[CH:8][CH:7]=[C:6]2[O:15][C:16]1[CH:22]=[CH:21][C:19]([NH:20][C:27](=[O:33])[O:26][CH2:24][C:36]([CH3:37])=[CH2:35])=[CH:18][CH:17]=1, predict the reactants needed to synthesize it. The reactants are: [CH3:1][O:2][C:3]1[CH:4]=[C:5]2[C:10](=[CH:11][C:12]=1[O:13][CH3:14])[N:9]=[CH:8][CH:7]=[C:6]2[O:15][C:16]1[CH:22]=[CH:21][C:19]([NH2:20])=[CH:18][CH:17]=1.Cl[C:24](Cl)([O:26][C:27](=[O:33])OC(Cl)(Cl)Cl)Cl.[CH3:35][C:36](=C)[CH2:37]O.C(=O)(O)[O-].[Na+]. (5) Given the product [Cl:1][CH2:2][C@@H:3]([OH:20])[C@@H:4]([NH:12][C:13](=[O:19])[O:14][C:15]([CH3:16])([CH3:17])[CH3:18])[CH2:5][CH:6]1[CH2:11][CH2:10][CH2:9][CH2:8][CH2:7]1, predict the reactants needed to synthesize it. The reactants are: [Cl:1][CH2:2][C:3](=[O:20])[C@@H:4]([NH:12][C:13](=[O:19])[O:14][C:15]([CH3:18])([CH3:17])[CH3:16])[CH2:5][CH:6]1[CH2:11][CH2:10][CH2:9][CH2:8][CH2:7]1.[BH4-].[Na+]. (6) Given the product [ClH:1].[Br:23][C:24]1[CH:25]=[C:26]2[C:30](=[CH:31][CH:32]=1)[NH:29][N:28]=[C:27]2[C:33]([NH:35][CH2:36][CH:37]1[CH2:38][CH2:39][NH:40][CH2:41][CH2:42]1)=[O:34], predict the reactants needed to synthesize it. The reactants are: [ClH:1].COC1C=C2C(=CC=1)NN=C2C(NCC1CCNCC1)=O.[Br:23][C:24]1[CH:25]=[C:26]2[C:30](=[CH:31][CH:32]=1)[NH:29][N:28]=[C:27]2[C:33]([NH:35][CH2:36][CH:37]1[CH2:42][CH2:41][N:40](C(OC(C)(C)C)=O)[CH2:39][CH2:38]1)=[O:34]. (7) Given the product [C:11]([O:10][C:8]([NH:7][C@H:6]([C:15]([O:17][CH3:18])=[O:16])[CH2:5][C@H:4]([CH2:1][CH2:2][CH2:3][OH:23])[C:19]([O:21][CH3:22])=[O:20])=[O:9])([CH3:14])([CH3:13])[CH3:12], predict the reactants needed to synthesize it. The reactants are: [CH2:1]([C@H:4]([C:19]([O:21][CH3:22])=[O:20])[CH2:5][C@@H:6]([C:15]([O:17][CH3:18])=[O:16])[NH:7][C:8]([O:10][C:11]([CH3:14])([CH3:13])[CH3:12])=[O:9])[CH:2]=[CH2:3].[OH-:23].[Na+].OO.